This data is from Peptide-MHC class I binding affinity with 185,985 pairs from IEDB/IMGT. The task is: Regression. Given a peptide amino acid sequence and an MHC pseudo amino acid sequence, predict their binding affinity value. This is MHC class I binding data. The peptide sequence is SMIDNSHLE. The MHC is HLA-A29:02 with pseudo-sequence HLA-A29:02. The binding affinity (normalized) is 0.609.